From a dataset of Catalyst prediction with 721,799 reactions and 888 catalyst types from USPTO. Predict which catalyst facilitates the given reaction. (1) Reactant: C(OC([N:8]1[CH2:13][CH2:12][CH2:11][CH:10]([CH2:14][NH:15][C:16]2[CH:21]=[C:20]([NH:22][C:23]3[CH:28]=[N:27][C:26]([C:29]#[N:30])=[CH:25][N:24]=3)[N:19]=[CH:18][C:17]=2[N:31]2[CH:35]=[CH:34][C:33]([C:36]([OH:38])=[O:37])=[CH:32]2)[CH2:9]1)=O)(C)(C)C. Product: [C:29]([C:26]1[N:27]=[CH:28][C:23]([NH:22][C:20]2[N:19]=[CH:18][C:17]([N:31]3[CH:35]=[CH:34][C:33]([C:36]([OH:38])=[O:37])=[CH:32]3)=[C:16]([NH:15][CH2:14][CH:10]3[CH2:11][CH2:12][CH2:13][NH:8][CH2:9]3)[CH:21]=2)=[N:24][CH:25]=1)#[N:30]. The catalyst class is: 5. (2) Reactant: Cl.[F:2][C:3]([F:7])([F:6])[CH2:4][NH2:5].CCN(C(C)C)C(C)C.[N:17]([C:20]([CH3:26])([CH3:25])[CH2:21][C:22](Cl)=[O:23])=[N+:18]=[N-:19]. Product: [N:17]([C:20]([CH3:26])([CH3:25])[CH2:21][C:22]([NH:5][CH2:4][C:3]([F:7])([F:6])[F:2])=[O:23])=[N+:18]=[N-:19]. The catalyst class is: 26. (3) Reactant: [NH:1]1[CH2:6][CH2:5][CH:4]([N:7]2[C:15]3[C:10](=[CH:11][CH:12]=[C:13]([C:16]([NH2:18])=[O:17])[CH:14]=3)[CH:9]=[CH:8]2)[CH2:3][CH2:2]1.C(N(CC)CC)C.Br[CH2:27][C:28]([C:30]1[CH:35]=[C:34]([O:36][CH3:37])[CH:33]=[CH:32][C:31]=1[O:38][CH3:39])=[O:29]. Product: [CH3:39][O:38][C:31]1[CH:32]=[CH:33][C:34]([O:36][CH3:37])=[CH:35][C:30]=1[C:28](=[O:29])[CH2:27][N:1]1[CH2:2][CH2:3][CH:4]([N:7]2[C:15]3[C:10](=[CH:11][CH:12]=[C:13]([C:16]([NH2:18])=[O:17])[CH:14]=3)[CH:9]=[CH:8]2)[CH2:5][CH2:6]1. The catalyst class is: 366.